Dataset: Ames mutagenicity test results for genotoxicity prediction. Task: Regression/Classification. Given a drug SMILES string, predict its toxicity properties. Task type varies by dataset: regression for continuous values (e.g., LD50, hERG inhibition percentage) or binary classification for toxic/non-toxic outcomes (e.g., AMES mutagenicity, cardiotoxicity, hepatotoxicity). Dataset: ames. (1) The compound is C=CC(=C)CCC=C(C)C. The result is 0 (non-mutagenic). (2) The drug is C1=Cc2cc3cccc4c5ccccc5c5ccc1c2c5c34. The result is 1 (mutagenic).